From a dataset of Full USPTO retrosynthesis dataset with 1.9M reactions from patents (1976-2016). Predict the reactants needed to synthesize the given product. Given the product [CH2:24]([N:23]([CH3:22])[C:19]([C:10]1[CH:9]=[C:8]([C:5]2[CH:4]=[CH:3][C:2]([CH3:1])=[CH:7][N:6]=2)[N:12]([C:13]2[CH:14]=[N:15][CH:16]=[CH:17][CH:18]=2)[N:11]=1)=[O:21])[CH:25]([CH3:27])[CH3:26], predict the reactants needed to synthesize it. The reactants are: [CH3:1][C:2]1[CH:3]=[CH:4][C:5]([C:8]2[N:12]([C:13]3[CH:14]=[N:15][CH:16]=[CH:17][CH:18]=3)[N:11]=[C:10]([C:19]([OH:21])=O)[CH:9]=2)=[N:6][CH:7]=1.[CH3:22][NH:23][CH2:24][CH:25]([CH3:27])[CH3:26].